This data is from Forward reaction prediction with 1.9M reactions from USPTO patents (1976-2016). The task is: Predict the product of the given reaction. Given the reactants FS([C:5]([F:10])([F:9])C(O)=O)(=O)=O.[OH:11][CH2:12][C@H:13]([N:19]1[CH2:24][CH2:23][C@@H:22]([CH2:25][C:26]([OH:28])=[O:27])[CH2:21][C@H:20]1[C:29]1[CH:34]=[CH:33][C:32]([C:35]([F:38])([F:37])[F:36])=[CH:31][CH:30]=1)[CH2:14][CH2:15][CH:16]([CH3:18])[CH3:17].[O-]S([O-])(=O)=O.[Na+].[Na+].[CH3:46]C#N, predict the reaction product. The product is: [F:9][CH:5]([F:10])[O:11][CH2:12][C@H:13]([N:19]1[CH2:24][CH2:23][C@@H:22]([CH2:25][C:26]([O:28][CH3:46])=[O:27])[CH2:21][C@H:20]1[C:29]1[CH:34]=[CH:33][C:32]([C:35]([F:38])([F:36])[F:37])=[CH:31][CH:30]=1)[CH2:14][CH2:15][CH:16]([CH3:17])[CH3:18].